Dataset: Forward reaction prediction with 1.9M reactions from USPTO patents (1976-2016). Task: Predict the product of the given reaction. (1) Given the reactants [CH3:1][C:2]1[C:12](=[O:13])[C:11]2[CH:10]=[CH:9][CH:8]=[CH:7][C:6]=2[C:4](=[O:5])[CH:3]=1.[C:14]([C:17]1[CH:22]=[CH:21][C:20]([CH2:23]C(O)=O)=[CH:19][CH:18]=1)([OH:16])=[O:15], predict the reaction product. The product is: [CH3:1][C:2]1[C:12](=[O:13])[CH:11]2[CH:6]([CH:7]=[CH:8][CH:9]=[CH:10]2)[C:4](=[O:5])[C:3]=1[CH2:23][C:20]1[CH:21]=[CH:22][C:17]([C:14]([OH:16])=[O:15])=[CH:18][CH:19]=1. (2) Given the reactants [NH2:1][C:2]1[N:7]=[CH:6][C:5]([C:8]2[CH:9]=[N:10][C:11]([O:14]C)=[CH:12][CH:13]=2)=[C:4]([CH2:16][CH3:17])[C:3]=1[C:18]1[CH:23]=[CH:22][C:21]([OH:24])=[CH:20][CH:19]=1, predict the reaction product. The product is: [NH2:1][C:2]1[N:7]=[CH:6][C:5]([C:8]2[CH:13]=[CH:12][C:11](=[O:14])[NH:10][CH:9]=2)=[C:4]([CH2:16][CH3:17])[C:3]=1[C:18]1[CH:19]=[CH:20][C:21]([OH:24])=[CH:22][CH:23]=1. (3) Given the reactants [CH2:1]1[CH2:6][CH2:5][CH2:4][CH2:3][CH2:2]1.[OH:7]N1[C:12](=[O:13])[C:11]2=[CH:14][CH:15]=[CH:16][CH:17]=[C:10]2C1=O.[O:19]=O.N#N, predict the reaction product. The product is: [C:1]1(=[O:7])[CH2:6][CH2:5][CH2:4][CH2:3][CH2:2]1.[CH:10]1([OH:19])[CH2:11][CH2:14][CH2:15][CH2:16][CH2:17]1.[C:12]([O:13][CH:1]1[CH2:6][CH2:5][CH2:4][CH2:3][CH2:2]1)(=[O:19])[CH3:11]. (4) Given the reactants Cl[C:2]1[C:11]2=[N:12][N:13](CC3C=CC(OC)=CC=3)[CH:14]=[C:10]2[C:9]2[C:8]([O:24][CH3:25])=[CH:7][CH:6]=[CH:5][C:4]=2[N:3]=1.[CH3:26][N:27]([CH2:29][C:30]1[CH:36]=[CH:35][C:33]([NH2:34])=[CH:32][CH:31]=1)[CH3:28].Cl, predict the reaction product. The product is: [CH3:28][N:27]([CH2:29][C:30]1[CH:31]=[CH:32][C:33]([NH:34][C:2]2[C:11]3[NH:12][N:13]=[CH:14][C:10]=3[C:9]3[C:8]([O:24][CH3:25])=[CH:7][CH:6]=[CH:5][C:4]=3[N:3]=2)=[CH:35][CH:36]=1)[CH3:26]. (5) Given the reactants [N:1]1[C:10]2[CH:9]([NH2:11])[CH2:8][CH2:7][CH2:6][C:5]=2[CH:4]=[CH:3][CH:2]=1.[CH3:12][C:13]1[C:14]([CH:20]=O)=[N:15][CH:16]=[C:17]([CH3:19])[CH:18]=1.[BH-](OC(C)=O)(OC(C)=O)OC(C)=O.[Na+], predict the reaction product. The product is: [CH3:12][C:13]1[C:14]([CH2:20][NH:11][CH:9]2[C:10]3[N:1]=[CH:2][CH:3]=[CH:4][C:5]=3[CH2:6][CH2:7][CH2:8]2)=[N:15][CH:16]=[C:17]([CH3:19])[CH:18]=1.